Dataset: Catalyst prediction with 721,799 reactions and 888 catalyst types from USPTO. Task: Predict which catalyst facilitates the given reaction. (1) Reactant: [CH3:1][O:2][C:3]1[CH:4]=[C:5]([CH:9]2[CH2:14][CH2:13][CH2:12][NH:11][CH2:10]2)[CH:6]=[CH:7][CH:8]=1.[F:15][C:16]([F:21])([F:20])[CH:17]1[CH2:19][O:18]1. Product: [F:15][C:16]([F:21])([F:20])[CH:17]([OH:18])[CH2:19][N:11]1[CH2:12][CH2:13][CH2:14][CH:9]([C:5]2[CH:6]=[CH:7][CH:8]=[C:3]([O:2][CH3:1])[CH:4]=2)[CH2:10]1. The catalyst class is: 10. (2) Product: [Cl:1][C:2]1[CH:3]=[N:4][CH:5]=[CH:6][C:7]=1[N:8]1[C:32](=[O:33])[C:11]2=[CH:12][N:13]([CH2:20][C:21]3[CH:26]=[CH:25][C:24]([N:27]4[CH:31]=[CH:30][CH:29]=[N:28]4)=[CH:23][CH:22]=3)[C:14]3[CH:15]=[CH:16][CH:17]=[CH:18][C:19]=3[C:10]2=[N:9]1. The catalyst class is: 5. Reactant: [Cl:1][C:2]1[CH:3]=[N:4][CH:5]=[C:6](Cl)[C:7]=1[N:8]1[C:32](=[O:33])[C:11]2=[CH:12][N:13]([CH2:20][C:21]3[CH:26]=[CH:25][C:24]([N:27]4[CH:31]=[CH:30][CH:29]=[N:28]4)=[CH:23][CH:22]=3)[C:14]3[CH:15]=[CH:16][CH:17]=[CH:18][C:19]=3[C:10]2=[N:9]1.C([O-])=O.[NH4+]. (3) Reactant: [O:1]=[C:2]1[CH2:10][C:9]2[C:4](=[CH:5][CH:6]=[C:7]([C:11]#[N:12])[CH:8]=2)[NH:3]1.[H-].[Na+].Cl[C:16]1[CH:27]=[CH:26][C:19]([C:20]([N:22]([O:24][CH3:25])[CH3:23])=[O:21])=[CH:18][N:17]=1. Product: [C:11]([C:7]1[CH:8]=[C:9]2[C:4](=[CH:5][CH:6]=1)[NH:3][C:2]([OH:1])=[C:10]2[C:16]1[CH:27]=[CH:26][C:19]([C:20]([N:22]([O:24][CH3:25])[CH3:23])=[O:21])=[CH:18][N:17]=1)#[N:12]. The catalyst class is: 3. (4) Reactant: [Cl:1][C:2]1[C:3]2[NH:10][CH:9]=[CH:8][C:4]=2[N:5]=[CH:6][N:7]=1.Br[CH2:12][CH2:13][O:14][CH3:15].C(=O)([O-])[O-].[Cs+].[Cs+].CN(C)C=O. Product: [Cl:1][C:2]1[C:3]2[N:10]([CH2:12][CH2:13][O:14][CH3:15])[CH:9]=[CH:8][C:4]=2[N:5]=[CH:6][N:7]=1. The catalyst class is: 6. (5) Reactant: [C:1]1([PH2:7])[CH:6]=[CH:5][CH:4]=[CH:3][CH:2]=1.C([N-]C(C)C)(C)C.[Li+].[P:16]([CH2:29][CH2:30][CH2:31]Cl)([C:23]1[CH:28]=[CH:27][CH:26]=[CH:25][CH:24]=1)[C:17]1[CH:22]=[CH:21][CH:20]=[CH:19][CH:18]=1.[Li]. Product: [P:16]([CH2:29][CH2:30][CH2:31][PH:7][C:1]1[CH:6]=[CH:5][CH:4]=[CH:3][CH:2]=1)([C:23]1[CH:28]=[CH:27][CH:26]=[CH:25][CH:24]=1)[C:17]1[CH:22]=[CH:21][CH:20]=[CH:19][CH:18]=1. The catalyst class is: 20. (6) Reactant: Cl.[Br:2][C:3]1[CH:4]=[CH:5][C:6]([CH2:9]Cl)=[N:7][CH:8]=1.[OH:11][N:12]1[C:16](=[O:17])[C:15]2=[CH:18][CH:19]=[CH:20][CH:21]=[C:14]2[C:13]1=[O:22].C(N(CC)C(C)C)(C)C. Product: [Br:2][C:3]1[CH:4]=[CH:5][C:6]([CH2:9][O:11][N:12]2[C:16](=[O:17])[C:15]3[C:14](=[CH:21][CH:20]=[CH:19][CH:18]=3)[C:13]2=[O:22])=[N:7][CH:8]=1. The catalyst class is: 47. (7) Reactant: [Br:1][C:2]1[C:3](=[O:19])[NH:4][C:5]([CH3:18])=[CH:6][C:7]=1[O:8][CH2:9][C:10]1[CH:15]=[CH:14][C:13]([F:16])=[CH:12][C:11]=1[F:17].C(=O)([O-])[O-].[Cs+].[Cs+].Cl[CH2:27][CH2:28][N:29]1[CH2:34][CH2:33][O:32][CH2:31][CH2:30]1.O. Product: [Br:1][C:2]1[C:3](=[O:19])[N:4]([CH2:27][CH2:28][N:29]2[CH2:34][CH2:33][O:32][CH2:31][CH2:30]2)[C:5]([CH3:18])=[CH:6][C:7]=1[O:8][CH2:9][C:10]1[CH:15]=[CH:14][C:13]([F:16])=[CH:12][C:11]=1[F:17]. The catalyst class is: 10. (8) Reactant: [C:1]1([CH2:7][O:8][C:9]2[CH:26]=[CH:25][C:12]3[CH2:13][CH2:14][N:15](C(OC(C)(C)C)=O)[CH2:16][CH2:17][C:11]=3[CH:10]=2)[CH:6]=[CH:5][CH:4]=[CH:3][CH:2]=1.FC(F)(F)C(O)=O. Product: [C:1]1([CH2:7][O:8][C:9]2[CH:26]=[CH:25][C:12]3[CH2:13][CH2:14][NH:15][CH2:16][CH2:17][C:11]=3[CH:10]=2)[CH:2]=[CH:3][CH:4]=[CH:5][CH:6]=1. The catalyst class is: 4. (9) Reactant: [Al+3].[Cl-].[Cl-].[Cl-].Cl.[CH2:6]([N:13]1[CH2:17][CH:16]([C:18]2[S:19][C:20]([Br:24])=[C:21]([Br:23])[CH:22]=2)[CH:15]([C:25](Cl)=[O:26])[CH2:14]1)[C:7]1[CH:12]=[CH:11][CH:10]=[CH:9][CH:8]=1. Product: [CH2:6]([N:13]1[CH2:17][CH:16]2[CH:15]([C:25](=[O:26])[C:22]3[C:21]([Br:23])=[C:20]([Br:24])[S:19][C:18]=32)[CH2:14]1)[C:7]1[CH:12]=[CH:11][CH:10]=[CH:9][CH:8]=1. The catalyst class is: 2.